Dataset: Forward reaction prediction with 1.9M reactions from USPTO patents (1976-2016). Task: Predict the product of the given reaction. (1) Given the reactants [OH:1][CH2:2][CH2:3][N:4]([CH2:12][CH2:13][N:14]1[CH2:19][CH2:18][S:17][C:16]2[CH:20]=[CH:21][C:22]([NH:24][C:25]([C:27]3[S:28][CH:29]=[CH:30][CH:31]=3)=[NH:26])=[CH:23][C:15]1=2)C(=O)OC(C)(C)C.Cl.O, predict the reaction product. The product is: [OH:1][CH2:2][CH2:3][NH:4][CH2:12][CH2:13][N:14]1[CH2:19][CH2:18][S:17][C:16]2[CH:20]=[CH:21][C:22]([NH:24][C:25]([C:27]3[S:28][CH:29]=[CH:30][CH:31]=3)=[NH:26])=[CH:23][C:15]1=2. (2) Given the reactants [C:1]([C:5]1[CH:13]=[CH:12][C:8]([C:9](O)=[O:10])=[C:7]([O:14][CH:15]2[CH2:20][CH2:19][N:18]([C:21]([O:23][C:24]([CH3:27])([CH3:26])[CH3:25])=[O:22])[CH2:17][CH2:16]2)[CH:6]=1)([CH3:4])([CH3:3])[CH3:2].C(Cl)(=O)C([Cl:31])=O.CN(C=O)C, predict the reaction product. The product is: [C:1]([C:5]1[CH:13]=[CH:12][C:8]([C:9]([Cl:31])=[O:10])=[C:7]([O:14][CH:15]2[CH2:20][CH2:19][N:18]([C:21]([O:23][C:24]([CH3:27])([CH3:26])[CH3:25])=[O:22])[CH2:17][CH2:16]2)[CH:6]=1)([CH3:4])([CH3:3])[CH3:2]. (3) The product is: [Br:1][C:2]1[CH:7]=[N:6][C:5]([NH:8][C:9]2[CH:10]=[CH:11][C:12]([CH2:15][C:16]([N:27]([O:26][CH3:22])[CH3:28])=[O:18])=[CH:13][CH:14]=2)=[N:4][CH:3]=1. Given the reactants [Br:1][C:2]1[CH:3]=[N:4][C:5]([NH:8][C:9]2[CH:14]=[CH:13][C:12]([CH2:15][C:16]([OH:18])=O)=[CH:11][CH:10]=2)=[N:6][CH:7]=1.CN([C:22]([O:26][N:27]1N=NC2C=CC=N[C:28]1=2)=[N+](C)C)C.F[P-](F)(F)(F)(F)F.CNOC.C(N(C(C)C)CC)(C)C, predict the reaction product. (4) Given the reactants [CH2:1]([C:5]1([CH2:18][C:19](=[O:21])[CH3:20])[CH2:14][CH2:13][C:12]2[C:7](=[CH:8][CH:9]=[C:10]([O:15][CH3:16])[CH:11]=2)[C:6]1=O)[CH2:2][CH2:3][CH3:4].[OH-].[K+], predict the reaction product. The product is: [CH2:1]([C:5]12[CH2:18][C:19](=[O:21])[CH:20]=[C:6]1[C:7]1[C:12]([CH2:13][CH2:14]2)=[CH:11][C:10]([O:15][CH3:16])=[CH:9][CH:8]=1)[CH2:2][CH2:3][CH3:4]. (5) Given the reactants [C:1](/[CH:3]=[CH:4]/[CH2:5][CH2:6][CH:7]1[CH2:12][CH2:11][N:10]([C:13]([O:15][C:16]([CH3:19])([CH3:18])[CH3:17])=[O:14])[CH2:9][CH2:8]1)#[N:2].C(/C=C\CCC1CCN(C(OC(C)(C)C)=O)CC1)#N, predict the reaction product. The product is: [C:1]([CH2:3][CH2:4][CH2:5][CH2:6][CH:7]1[CH2:12][CH2:11][N:10]([C:13]([O:15][C:16]([CH3:19])([CH3:18])[CH3:17])=[O:14])[CH2:9][CH2:8]1)#[N:2]. (6) Given the reactants Br[C:2]1[CH:7]=[CH:6][C:5]([C:8]([F:11])([F:10])[F:9])=[CH:4][C:3]=1[S:12]([N:15]1[CH2:20][CH2:19][NH:18][C:17](=[O:21])[CH2:16]1)(=[O:14])=[O:13].[F:22][C:23]1[CH:28]=[C:27](B2OC(C)(C)C(C)(C)O2)[CH:26]=[CH:25][C:24]=1[C:38]1[CH:39]=[N:40][C:41]([NH2:44])=[N:42][CH:43]=1, predict the reaction product. The product is: [NH2:44][C:41]1[N:42]=[CH:43][C:38]([C:24]2[CH:25]=[CH:26][C:27]([C:2]3[CH:7]=[CH:6][C:5]([C:8]([F:11])([F:10])[F:9])=[CH:4][C:3]=3[S:12]([N:15]3[CH2:20][CH2:19][NH:18][C:17](=[O:21])[CH2:16]3)(=[O:14])=[O:13])=[CH:28][C:23]=2[F:22])=[CH:39][N:40]=1. (7) Given the reactants [CH2:1]([O:8][C:9]1[CH:10]=[C:11]2[C:16](=[CH:17][CH:18]=1)[C:15]([C:19](=[O:35])[C:20]1[CH:25]=[CH:24][C:23]([O:26][CH2:27][CH2:28][N:29]3[CH2:34][CH2:33][CH2:32][CH2:31][CH2:30]3)=[CH:22][CH:21]=1)=[C:14](OS(C(F)(F)F)(=O)=O)[CH:13]=[CH:12]2)[C:2]1[CH:7]=[CH:6][CH:5]=[CH:4][CH:3]=1.[F:44][C:45]1[CH:50]=[CH:49][CH:48]=[CH:47][C:46]=1B(O)O.[F-].[Cs+], predict the reaction product. The product is: [CH2:1]([O:8][C:9]1[CH:10]=[C:11]2[C:16](=[CH:17][CH:18]=1)[C:15]([C:19]([C:20]1[CH:21]=[CH:22][C:23]([O:26][CH2:27][CH2:28][N:29]3[CH2:34][CH2:33][CH2:32][CH2:31][CH2:30]3)=[CH:24][CH:25]=1)=[O:35])=[C:14]([C:46]1[CH:47]=[CH:48][CH:49]=[CH:50][C:45]=1[F:44])[CH:13]=[CH:12]2)[C:2]1[CH:3]=[CH:4][CH:5]=[CH:6][CH:7]=1. (8) Given the reactants C([O:3][C:4]([C:6]1[O:7][C:8]2[CH:14]=[CH:13][C:12]([CH3:15])=[CH:11][C:9]=2[N:10]=1)=[O:5])C.[OH-].[Na+:17], predict the reaction product. The product is: [Na+:17].[CH3:15][C:12]1[CH:13]=[CH:14][C:8]2[O:7][C:6]([C:4]([O-:5])=[O:3])=[N:10][C:9]=2[CH:11]=1.